From a dataset of Catalyst prediction with 721,799 reactions and 888 catalyst types from USPTO. Predict which catalyst facilitates the given reaction. (1) Reactant: [Cl:1][C:2]1[CH:3]=[CH:4][C:5]([C:28]#[N:29])=[C:6]([C:8]2[C:13]([O:14][CH3:15])=[CH:12][N:11]([CH:16]([CH2:20][CH:21]3[CH2:26][CH2:25][O:24][CH2:23][CH2:22]3)[C:17]([OH:19])=O)[C:10](=[O:27])[CH:9]=2)[CH:7]=1.[NH2:30][C:31]1[CH:41]=[CH:40][C:34]([C:35]([O:37]CC)=[O:36])=[CH:33][CH:32]=1.CC(C)N=C=NC(C)C. Product: [Cl:1][C:2]1[CH:3]=[CH:4][C:5]([C:28]#[N:29])=[C:6]([C:8]2[C:13]([O:14][CH3:15])=[CH:12][N:11]([CH:16]([CH2:20][CH:21]3[CH2:22][CH2:23][O:24][CH2:25][CH2:26]3)[C:17]([NH:30][C:31]3[CH:41]=[CH:40][C:34]([C:35]([OH:37])=[O:36])=[CH:33][CH:32]=3)=[O:19])[C:10](=[O:27])[CH:9]=2)[CH:7]=1. The catalyst class is: 9. (2) Reactant: FC(F)(F)C(O)=O.[Cl:8][C:9]1[CH:14]=[CH:13][C:12]([N:15]2[CH2:20][CH2:19][N:18]([C:21]3[N:22]=[C:23]([N:31]4[CH2:35][CH2:34][CH2:33][C@H:32]4[CH2:36][NH2:37])[C:24]4[S:29](=[O:30])[CH2:28][CH2:27][C:25]=4[N:26]=3)[CH2:17][CH2:16]2)=[CH:11][CH:10]=1.C(N(CC)CC)C.[N:45]1([C:51](Cl)=[O:52])[CH2:50][CH2:49][O:48][CH2:47][CH2:46]1.O. Product: [Cl:8][C:9]1[CH:14]=[CH:13][C:12]([N:15]2[CH2:16][CH2:17][N:18]([C:21]3[N:22]=[C:23]([N:31]4[CH2:35][CH2:34][CH2:33][C@H:32]4[CH2:36][NH:37][C:51]([N:45]4[CH2:50][CH2:49][O:48][CH2:47][CH2:46]4)=[O:52])[C:24]4[S:29](=[O:30])[CH2:28][CH2:27][C:25]=4[N:26]=3)[CH2:19][CH2:20]2)=[CH:11][CH:10]=1. The catalyst class is: 4. (3) Reactant: C([O:8][C:9]1[C:10]([C:20]([N:22]2[CH2:31][CH2:30][C:29]3[C:24](=[CH:25][CH:26]=[CH:27][CH:28]=3)[CH2:23]2)=[O:21])=[N:11][N:12]2[CH2:17][CH2:16][N:15]([CH3:18])[C:14](=[O:19])[C:13]=12)C1C=CC=CC=1. Product: [OH:8][C:9]1[C:10]([C:20]([N:22]2[CH2:31][CH2:30][C:29]3[C:24](=[CH:25][CH:26]=[CH:27][CH:28]=3)[CH2:23]2)=[O:21])=[N:11][N:12]2[CH2:17][CH2:16][N:15]([CH3:18])[C:14](=[O:19])[C:13]=12. The catalyst class is: 844. (4) Reactant: C(OC([N:8]1[CH2:12][CH2:11][CH2:10][C:9]1([CH3:36])[C:13]([C:15]1[C:23]2[C:18](=[N:19][CH:20]=[C:21]([C:24]3[CH:29]=[C:28]([O:30][CH3:31])[C:27]([O:32][CH3:33])=[C:26]([O:34][CH3:35])[CH:25]=3)[N:22]=2)[NH:17][CH:16]=1)=[O:14])=O)(C)(C)C.FC(F)(F)C(O)=O. Product: [CH3:36][C:9]1([C:13]([C:15]2[C:23]3[C:18](=[N:19][CH:20]=[C:21]([C:24]4[CH:29]=[C:28]([O:30][CH3:31])[C:27]([O:32][CH3:33])=[C:26]([O:34][CH3:35])[CH:25]=4)[N:22]=3)[NH:17][CH:16]=2)=[O:14])[CH2:10][CH2:11][CH2:12][NH:8]1. The catalyst class is: 4. (5) Reactant: Cl.[CH3:2][C@@H:3]1[CH2:8][CH2:7][NH:6][C@@H:5]([C:9]([OH:11])=[O:10])[CH2:4]1.[N:12]([O-])=O.[Na+].FC(F)(F)C(OC(=O)C(F)(F)F)=O. Product: [CH3:2][C@@H:3]1[CH2:8][CH2:7][N+:6]2=[N:12][O:10][C:9]([O-:11])=[C:5]2[CH2:4]1. The catalyst class is: 809. (6) Reactant: [CH2:1]([N:8]1[C:14](=O)[C:13]2[CH:16]=[CH:17][C:18]([O:20][C:21]3[CH:26]=[CH:25][C:24]([Cl:27])=[CH:23][CH:22]=3)=[N:19][C:12]=2[O:11][CH2:10][CH2:9]1)[C:2]1[CH:7]=[CH:6][CH:5]=[CH:4][CH:3]=1.[OH-].[Na+].[Cl-].[NH4+].O. Product: [CH2:1]([N:8]1[CH2:14][C:13]2[CH:16]=[CH:17][C:18]([O:20][C:21]3[CH:22]=[CH:23][C:24]([Cl:27])=[CH:25][CH:26]=3)=[N:19][C:12]=2[O:11][CH2:10][CH2:9]1)[C:2]1[CH:7]=[CH:6][CH:5]=[CH:4][CH:3]=1. The catalyst class is: 165.